From a dataset of Forward reaction prediction with 1.9M reactions from USPTO patents (1976-2016). Predict the product of the given reaction. (1) Given the reactants [OH:1][CH2:2][CH2:3][N:4]([CH:13]1[CH2:18][CH2:17][O:16][CH2:15][CH2:14]1)[C:5]([C:7]1[N:8]=[CH:9][N:10]([CH3:12])[CH:11]=1)=[O:6].[Cl:19][C:20]1[CH:25]=[CH:24][C:23](O)=[CH:22][CH:21]=1.C1(P(C2C=CC=CC=2)C2C=CC=CC=2)C=CC=CC=1.CC(OC(/N=N/C(OC(C)C)=O)=O)C, predict the reaction product. The product is: [Cl:19][C:20]1[CH:25]=[CH:24][C:23]([O:1][CH2:2][CH2:3][N:4]([CH:13]2[CH2:14][CH2:15][O:16][CH2:17][CH2:18]2)[C:5]([C:7]2[N:8]=[CH:9][N:10]([CH3:12])[CH:11]=2)=[O:6])=[CH:22][CH:21]=1. (2) Given the reactants [NH2:1][C:2]1[CH:3]=[C:4]([CH:7]=[CH:8][C:9]=1[OH:10])[C:5]#[N:6].[C:11](N1C=CN=C1)(N1C=CN=C1)=[O:12].C(=O)([O-])[O-].[K+].[K+].Br[CH2:30][C:31]([O:33][C:34]([CH3:37])([CH3:36])[CH3:35])=[O:32], predict the reaction product. The product is: [C:5]([C:4]1[CH:7]=[CH:8][C:9]2[O:10][C:11](=[O:12])[N:1]([CH2:30][C:31]([O:33][C:34]([CH3:37])([CH3:36])[CH3:35])=[O:32])[C:2]=2[CH:3]=1)#[N:6]. (3) Given the reactants [NH2:1][C:2]1[CH:30]=[CH:29][C:5]2[NH:6][C:7]([C:12]3[C:13](=[O:28])[N:14]([CH2:23][CH2:24][CH:25]([CH3:27])[CH3:26])[C:15]4[C:20]([C:21]=3[OH:22])=[CH:19][CH:18]=[CH:17][N:16]=4)=[N:8][S:9](=[O:11])(=[O:10])[C:4]=2[CH:3]=1.Cl[S:32]([N:35]1[CH2:39][CH2:38][CH2:37][C@H:36]1[C:40]([O:42][CH3:43])=[O:41])(=[O:34])=[O:33].C(N(CC)CC)C, predict the reaction product. The product is: [OH:22][C:21]1[C:20]2[C:15](=[N:16][CH:17]=[CH:18][CH:19]=2)[N:14]([CH2:23][CH2:24][CH:25]([CH3:27])[CH3:26])[C:13](=[O:28])[C:12]=1[C:7]1[NH:6][C:5]2[CH:29]=[CH:30][C:2]([NH:1][S:32]([N:35]3[CH2:39][CH2:38][CH2:37][C@H:36]3[C:40]([O:42][CH3:43])=[O:41])(=[O:33])=[O:34])=[CH:3][C:4]=2[S:9](=[O:11])(=[O:10])[N:8]=1. (4) Given the reactants Br[C:2]1[CH:7]=[CH:6][N:5]=[C:4]2[NH:8][C:9]([C:11]([O:13][CH2:14][CH3:15])=[O:12])=[CH:10][C:3]=12.[CH3:16][C:17]1([CH3:33])[C:21]([CH3:23])([CH3:22])[O:20][B:19]([B:19]2[O:20][C:21]([CH3:23])([CH3:22])[C:17]([CH3:33])([CH3:16])[O:18]2)[O:18]1.CC([O-])=O.[K+], predict the reaction product. The product is: [CH3:16][C:17]1([CH3:33])[C:21]([CH3:23])([CH3:22])[O:20][B:19]([C:2]2[CH:7]=[CH:6][N:5]=[C:4]3[NH:8][C:9]([C:11]([O:13][CH2:14][CH3:15])=[O:12])=[CH:10][C:3]=23)[O:18]1. (5) Given the reactants [CH3:1][O:2][C:3]1[CH:26]=[CH:25][C:6]([CH2:7][O:8][C:9]2[C:10]([C:21]([O:23][CH3:24])=[O:22])=[N:11][C:12]([CH:19]=[CH2:20])=[C:13]3[C:18]=2[N:17]=[CH:16][CH:15]=[CH:14]3)=[CH:5][CH:4]=1.[CH2:27]=O.[C:29]([NH:32][NH:33][CH3:34])(=[O:31])[CH3:30], predict the reaction product. The product is: [C:29]([N:32]1[CH:19]([C:12]2[N:11]=[C:10]([C:21]([O:23][CH3:24])=[O:22])[C:9]([O:8][CH2:7][C:6]3[CH:25]=[CH:26][C:3]([O:2][CH3:1])=[CH:4][CH:5]=3)=[C:18]3[C:13]=2[CH:14]=[CH:15][CH:16]=[N:17]3)[CH2:20][CH2:34][N:33]1[CH3:27])(=[O:31])[CH3:30]. (6) Given the reactants [Br:1][C:2]1[C:3](Cl)=[N:4][CH:5]=[C:6]([CH:21]=1)[C:7]([NH:9][C:10]1[CH:15]=[CH:14][C:13]([O:16][C:17]([F:20])([F:19])[F:18])=[CH:12][CH:11]=1)=[O:8].[NH:23]1[CH2:27][CH2:26][C@@H:25]([CH2:28][NH:29][C:30](=[O:36])[O:31][C:32]([CH3:35])([CH3:34])[CH3:33])[CH2:24]1, predict the reaction product. The product is: [Br:1][C:2]1[C:3]([N:23]2[CH2:27][CH2:26][C@@H:25]([CH2:28][NH:29][C:30](=[O:36])[O:31][C:32]([CH3:34])([CH3:33])[CH3:35])[CH2:24]2)=[N:4][CH:5]=[C:6]([C:7](=[O:8])[NH:9][C:10]2[CH:15]=[CH:14][C:13]([O:16][C:17]([F:20])([F:19])[F:18])=[CH:12][CH:11]=2)[CH:21]=1. (7) Given the reactants N1CCCCC1.[CH3:7][O:8][C:9]1[CH:10]=[C:11]([CH:14]=[CH:15][C:16]=1[O:17][CH3:18])[CH:12]=O.C([CH2:22][C:23]([NH:25][C:26]1[CH:34]=[CH:33][C:29]([C:30]([OH:32])=[O:31])=[CH:28][CH:27]=1)=[O:24])(O)=O.Cl, predict the reaction product. The product is: [CH3:7][O:8][C:9]1[CH:10]=[C:11](/[CH:12]=[CH:22]/[C:23]([NH:25][C:26]2[CH:34]=[CH:33][C:29]([C:30]([OH:32])=[O:31])=[CH:28][CH:27]=2)=[O:24])[CH:14]=[CH:15][C:16]=1[O:17][CH3:18]. (8) The product is: [F:13][C:10]([F:11])([F:12])[C:8]1[CH:9]=[CH:4][C:5]2[NH:15][CH2:16][CH2:17][CH2:18][C:19](=[O:21])[C:6]=2[CH:7]=1. Given the reactants COC(=O)[C:4]1[CH:9]=[C:8]([C:10]([F:13])([F:12])[F:11])[CH:7]=[C:6](C)[C:5]=1[N:15](C(OC(C)(C)C)=O)[CH2:16][CH2:17][CH2:18][C:19]([O:21]C)=O.CC(C)([O-])C.[K+].C(O)(=O)C.O, predict the reaction product. (9) The product is: [NH2:8][C@@H:9]([C:12]1[CH:13]=[C:14]([C:18]2[CH:23]=[C:22]([NH:24][CH2:25][CH2:26][O:27][CH3:28])[CH:21]=[C:20]([CH2:29][O:30][C:31]3[CH:36]=[CH:35][CH:34]=[CH:33][C:32]=3[CH2:37][C:38]([O:40][CH3:41])=[O:39])[CH:19]=2)[CH:15]=[CH:16][CH:17]=1)[CH2:10][OH:11]. Given the reactants C(OC([NH:8][C@@H:9]([C:12]1[CH:13]=[C:14]([C:18]2[CH:23]=[C:22]([NH:24][CH2:25][CH2:26][O:27][CH3:28])[CH:21]=[C:20]([CH2:29][O:30][C:31]3[CH:36]=[CH:35][CH:34]=[CH:33][C:32]=3[CH2:37][C:38]([O:40][CH3:41])=[O:39])[CH:19]=2)[CH:15]=[CH:16][CH:17]=1)[CH2:10][OH:11])=O)(C)(C)C, predict the reaction product. (10) Given the reactants C[O:2][CH:3](OC)[CH2:4][N:5]1[CH2:10][CH2:9][CH2:8][CH2:7][C:6]1=[O:11], predict the reaction product. The product is: [O:11]=[C:6]1[CH2:7][CH2:8][CH2:9][CH2:10][N:5]1[CH2:4][CH:3]=[O:2].